Task: Predict the reactants needed to synthesize the given product.. Dataset: Full USPTO retrosynthesis dataset with 1.9M reactions from patents (1976-2016) (1) The reactants are: [Cl:1][C:2]1[CH:7]=[CH:6][C:5]([C:8]([F:11])([F:10])[F:9])=[CH:4][C:3]=1[OH:12].[H-].[Na+].Cl[C:16]1[C:21]([C:22]([O:24][CH2:25][CH3:26])=[O:23])=[CH:20][N:19]=[C:18]([C:27]2[CH:32]=[CH:31][CH:30]=[CH:29][CH:28]=2)[N:17]=1. Given the product [Cl:1][C:2]1[CH:7]=[CH:6][C:5]([C:8]([F:10])([F:11])[F:9])=[CH:4][C:3]=1[O:12][C:20]1[C:21]([C:22]([O:24][CH2:25][CH3:26])=[O:23])=[CH:16][N:17]=[C:18]([C:27]2[CH:32]=[CH:31][CH:30]=[CH:29][CH:28]=2)[N:19]=1, predict the reactants needed to synthesize it. (2) The reactants are: [CH2:1]([N:8]1[CH:12]=[C:11]([CH3:13])[C:10]([C:14]2[CH:19]=[CH:18][C:17]([Cl:20])=[CH:16][CH:15]=2)=[C:9]1[C:21]([O:23]CC)=[O:22])[C:2]1[CH:7]=[CH:6][CH:5]=[CH:4][CH:3]=1.O[Li].O. Given the product [CH2:1]([N:8]1[CH:12]=[C:11]([CH3:13])[C:10]([C:14]2[CH:19]=[CH:18][C:17]([Cl:20])=[CH:16][CH:15]=2)=[C:9]1[C:21]([OH:23])=[O:22])[C:2]1[CH:7]=[CH:6][CH:5]=[CH:4][CH:3]=1, predict the reactants needed to synthesize it. (3) Given the product [C:13]([NH:17][C:18](=[O:21])[CH:19]=[CH2:20])([CH3:16])([CH3:15])[CH3:14].[C:22]([NH2:26])(=[O:25])[CH:23]=[CH2:24], predict the reactants needed to synthesize it. The reactants are: [Cl-].C[N+](C)(C)CCOC(=O)C=C.[C:13]([NH:17][C:18](=[O:21])[CH:19]=[CH2:20])([CH3:16])([CH3:15])[CH3:14].[C:22]([NH2:26])(=[O:25])[CH:23]=[CH2:24].